Dataset: Catalyst prediction with 721,799 reactions and 888 catalyst types from USPTO. Task: Predict which catalyst facilitates the given reaction. (1) Reactant: [NH2:1][CH2:2][C@H:3]([OH:18])[CH2:4][N:5]1[CH2:10][CH2:9][N:8]([C:11]([O:13][C:14]([CH3:17])([CH3:16])[CH3:15])=[O:12])[CH2:7][CH2:6]1.C(N(CC)CC)C.[C:26](Cl)([O:28][CH2:29][C:30]1[CH:35]=[CH:34][CH:33]=[CH:32][CH:31]=1)=[O:27].C(=O)(O)[O-].[Na+]. Product: [CH2:29]([O:28][C:26]([NH:1][CH2:2][C@H:3]([OH:18])[CH2:4][N:5]1[CH2:10][CH2:9][N:8]([C:11]([O:13][C:14]([CH3:15])([CH3:17])[CH3:16])=[O:12])[CH2:7][CH2:6]1)=[O:27])[C:30]1[CH:35]=[CH:34][CH:33]=[CH:32][CH:31]=1. The catalyst class is: 4. (2) The catalyst class is: 15. Reactant: [Cl:1][C:2]1[CH:7]=[CH:6][C:5]([C:8]2[N:12]=[C:11]([C:13]3[S:14][CH:15]=[CH:16][C:17]=3[Cl:18])[O:10][N:9]=2)=[CH:4][C:3]=1[NH2:19].[CH2:20](OC(OCC)CN(C)C)[CH3:21].O.C([BH3-])#N.[Na+]. Product: [Cl:1][C:2]1[CH:7]=[CH:6][C:5]([C:8]2[N:12]=[C:11]([C:13]3[S:14][CH:15]=[CH:16][C:17]=3[Cl:18])[O:10][N:9]=2)=[CH:4][C:3]=1[NH:19][CH2:20][CH3:21]. (3) Reactant: Cl[C:2]1[CH:3]=[CH:4][C:5]2[N:6]([C:8]([C:11]([F:14])([F:13])[F:12])=[N:9][N:10]=2)[N:7]=1.Cl.[CH3:16][O:17][C:18]1[CH:23]=[CH:22][C:21]([CH:24]2[CH2:28][CH2:27][NH:26][CH2:25]2)=[CH:20][CH:19]=1.CCN(C(C)C)C(C)C. Product: [CH3:16][O:17][C:18]1[CH:19]=[CH:20][C:21]([CH:24]2[CH2:28][CH2:27][N:26]([C:2]3[CH:3]=[CH:4][C:5]4[N:6]([C:8]([C:11]([F:14])([F:13])[F:12])=[N:9][N:10]=4)[N:7]=3)[CH2:25]2)=[CH:22][CH:23]=1. The catalyst class is: 8. (4) Reactant: I.[C:2]([O:6][CH2:7][CH2:8][N:9]([CH3:14])[CH:10](SC)[CH3:11])([CH3:5])([CH3:4])[CH3:3].Cl.C(OCCN)(C)(C)C.[NH2:24][C:25]1[CH:33]=[C:32]2[C:28]([CH2:29][C@@H:30]([OH:49])[C@@H:31]2[NH:34][C:35]([C:37]2[CH:42]=[CH:41][C:40]([C:43]3[CH:48]=[CH:47][CH:46]=[CH:45][CH:44]=3)=[CH:39][CH:38]=2)=[O:36])=[CH:27][CH:26]=1. Product: [C:2]([O:6][CH2:7][CH2:8][N:9]([CH3:14])[C:10](=[N:24][C:25]1[CH:33]=[C:32]2[C:28]([CH2:29][C@@H:30]([OH:49])[C@@H:31]2[NH:34][C:35]([C:37]2[CH:42]=[CH:41][C:40]([C:43]3[CH:44]=[CH:45][CH:46]=[CH:47][CH:48]=3)=[CH:39][CH:38]=2)=[O:36])=[CH:27][CH:26]=1)[CH3:11])([CH3:5])([CH3:4])[CH3:3]. The catalyst class is: 17. (5) Reactant: [H-].[Na+].[NH2:3][C:4]1[C:9]([Cl:10])=[CH:8][N:7]=[CH:6][C:5]=1[Cl:11].[CH3:12][O:13][C:14]1[CH:15]=[C:16]([CH:32]=[CH:33][CH:34]=1)[CH2:17][N:18]1[C:26]2[C:21](=[CH:22][CH:23]=[CH:24][N:25]=2)[C:20]([C:27](=[O:31])[C:28](Cl)=[O:29])=[CH:19]1. Product: [Cl:11][C:5]1[CH:6]=[N:7][CH:8]=[C:9]([Cl:10])[C:4]=1[NH:3][C:28](=[O:29])[C:27]([C:20]1[C:21]2[C:26](=[N:25][CH:24]=[CH:23][CH:22]=2)[N:18]([CH2:17][C:16]2[CH:32]=[CH:33][CH:34]=[C:14]([O:13][CH3:12])[CH:15]=2)[CH:19]=1)=[O:31]. The catalyst class is: 1. (6) Reactant: [C:1](ON1C(=O)CCC1=O)(=[O:3])[CH3:2].[NH2:12][CH2:13][CH2:14][CH2:15][O:16][C:17]1[CH:26]=[C:25]2[C:20]([CH:21]=[C:22]([C:28]3[N:29]=[N:30][C:31]([N:34]([CH3:45])[CH:35]4[CH2:40][C:39]([CH3:42])([CH3:41])[NH:38][C:37]([CH3:44])([CH3:43])[CH2:36]4)=[CH:32][CH:33]=3)[C:23]([OH:27])=[CH:24]2)=[CH:19][CH:18]=1.CCOCC. Product: [OH:27][C:23]1[CH:24]=[C:25]2[C:20]([CH:19]=[CH:18][C:17]([O:16][CH2:15][CH2:14][CH2:13][NH:12][C:1](=[O:3])[CH3:2])=[CH:26]2)=[CH:21][C:22]=1[C:28]1[N:29]=[N:30][C:31]([N:34]([CH3:45])[CH:35]2[CH2:40][C:39]([CH3:41])([CH3:42])[NH:38][C:37]([CH3:44])([CH3:43])[CH2:36]2)=[CH:32][CH:33]=1. The catalyst class is: 16. (7) Reactant: Cl[C:2]1[CH:7]=[CH:6][N:5]=[C:4]2[NH:8][CH:9]=[CH:10][C:3]=12.C[C:12]([N:14](C)C)=O. Product: [NH:8]1[C:4]2[N:5]=[CH:6][CH:7]=[C:2]([C:12]#[N:14])[C:3]=2[CH:10]=[CH:9]1. The catalyst class is: 25. (8) Reactant: [Br:1][C:2]1[CH:3]=[C:4]([NH:23][CH2:24][C:25]2[N:26]=[N:27][NH:28][C:29]=2[CH:30](OCC)[O:31]CC)[CH:5]=[C:6]2[C:11]=1[N:10]=[CH:9][C:8]([C:12]#[N:13])=[C:7]2[NH:14][C:15]1[CH:20]=[CH:19][C:18]([F:21])=[C:17]([Cl:22])[CH:16]=1.Cl.C(=O)([O-])[O-].[Na+].[Na+].[BH4-].[Na+]. Product: [Br:1][C:2]1[CH:3]=[C:4]([NH:23][CH2:24][C:25]2[N:26]=[N:27][NH:28][C:29]=2[CH2:30][OH:31])[CH:5]=[C:6]2[C:11]=1[N:10]=[CH:9][C:8]([C:12]#[N:13])=[C:7]2[NH:14][C:15]1[CH:20]=[CH:19][C:18]([F:21])=[C:17]([Cl:22])[CH:16]=1. The catalyst class is: 5. (9) The catalyst class is: 63. Product: [NH2:1][CH2:4][C:5]1[O:9][C:8]([C:10]2[CH:11]=[CH:12][C:13]([C:16]3[C:21]([CH3:22])=[CH:20][CH:19]=[C:18]([C:23]([NH:25][CH:26]4[CH2:28][CH2:27]4)=[O:24])[CH:17]=3)=[CH:14][CH:15]=2)=[N:7][N:6]=1. Reactant: [N:1]([CH2:4][C:5]1[O:9][C:8]([C:10]2[CH:15]=[CH:14][C:13]([C:16]3[C:21]([CH3:22])=[CH:20][CH:19]=[C:18]([C:23]([NH:25][CH:26]4[CH2:28][CH2:27]4)=[O:24])[CH:17]=3)=[CH:12][CH:11]=2)=[N:7][N:6]=1)=[N+]=[N-].[H][H].